This data is from Reaction yield outcomes from USPTO patents with 853,638 reactions. The task is: Predict the reaction yield, written as a fraction of the theoretical maximum amount of product (1.0 means a 100% yield; for example, 0.34 means a 34% yield). (1) The product is [CH2:1]([N:8]1[C:12](=[O:13])[CH2:11][CH:10]([C:20]2[CH:19]=[C:18]3[C:23](=[CH:22][CH:21]=2)[NH:15][CH:16]=[CH:17]3)[C:9]1=[O:14])[C:2]1[CH:3]=[CH:4][CH:5]=[CH:6][CH:7]=1. The catalyst is O1CCOCC1.O.C(OCC)(=O)C.C1CC=CCCC=C1.C1CC=CCCC=C1.O.O.[Rh].[Rh]. The yield is 0.940. The reactants are [CH2:1]([N:8]1[C:12](=[O:13])[CH:11]=[CH:10][C:9]1=[O:14])[C:2]1[CH:7]=[CH:6][CH:5]=[CH:4][CH:3]=1.[NH:15]1[C:23]2[C:18](=[CH:19][C:20](B(O)O)=[CH:21][CH:22]=2)[CH:17]=[CH:16]1. (2) The reactants are Br[C:2]1[CH:3]=[C:4]2[CH2:10][C:9](=[O:11])[N:8]([CH2:12][O:13][CH2:14][CH2:15][Si:16]([CH3:19])([CH3:18])[CH3:17])[C:5]2=[N:6][CH:7]=1.[CH3:20][O:21][C:22]1[CH:23]=[C:24](B(O)O)[CH:25]=[C:26]([O:30][CH3:31])[C:27]=1[O:28][CH3:29].C([O-])([O-])=O.[Na+].[Na+]. The catalyst is CC#N.Cl[Pd](Cl)([P](C1C=CC=CC=1)(C1C=CC=CC=1)C1C=CC=CC=1)[P](C1C=CC=CC=1)(C1C=CC=CC=1)C1C=CC=CC=1. The product is [CH3:31][O:30][C:26]1[CH:25]=[C:24]([C:2]2[CH:3]=[C:4]3[CH2:10][C:9](=[O:11])[N:8]([CH2:12][O:13][CH2:14][CH2:15][Si:16]([CH3:19])([CH3:18])[CH3:17])[C:5]3=[N:6][CH:7]=2)[CH:23]=[C:22]([O:21][CH3:20])[C:27]=1[O:28][CH3:29]. The yield is 0.600. (3) The reactants are [CH3:1][O:2][C:3]1[CH:4]=[C:5]([CH:11]=[CH:12][C:13]=1[OH:14])[C:6]([O:8][CH2:9][CH3:10])=[O:7].C(=O)([O-])[O-].[K+].[K+].CC1C=CC(S(O[CH2:32][CH:33]2[CH2:38][CH2:37][N:36]([C:39]([O:41][C:42]([CH3:45])([CH3:44])[CH3:43])=[O:40])[CH2:35][CH2:34]2)(=O)=O)=CC=1. The catalyst is CN(C=O)C. The product is [CH3:1][O:2][C:3]1[CH:4]=[C:5]([CH:11]=[CH:12][C:13]=1[O:14][CH2:32][CH:33]1[CH2:38][CH2:37][N:36]([C:39]([O:41][C:42]([CH3:43])([CH3:45])[CH3:44])=[O:40])[CH2:35][CH2:34]1)[C:6]([O:8][CH2:9][CH3:10])=[O:7]. The yield is 0.890. (4) The product is [Cl:22][C:3]1[CH:4]2[CH:9]([CH:8]=[C:7]([S:10]([C:13]3[CH:14]=[CH:15][C:16]([C:17]([OH:19])=[O:18])=[CH:20][CH:21]=3)(=[O:11])=[O:12])[CH:6]=[CH:5]2)[NH:1][CH:2]=1. The reactants are [NH:1]1[C:9]2[C:4](=[CH:5][CH:6]=[C:7]([S:10]([C:13]3[CH:21]=[CH:20][C:16]([C:17]([OH:19])=[O:18])=[CH:15][CH:14]=3)(=[O:12])=[O:11])[CH:8]=2)[CH:3]=[CH:2]1.[Cl:22]N1C(=O)CCC1=O. The catalyst is CN(C)C=O. The yield is 0.660. (5) The reactants are [OH-].[Na+].S(O)(O)(=O)=O.[CH3:8][S:9][C:10](=[NH:12])[NH2:11].[NH2:13][C:14]1[C:15]([C:22](OC(C)=CC(=O)NC(C)(C)C)=[O:23])=[N:16][C:17]([Cl:21])=[C:18]([NH2:20])[N:19]=1. The catalyst is C(Cl)Cl.O1CCCC1. The product is [NH2:13][C:14]1[C:15]([C:22]([NH:12][C:10]([S:9][CH3:8])=[NH:11])=[O:23])=[N:16][C:17]([Cl:21])=[C:18]([NH2:20])[N:19]=1. The yield is 0.840. (6) The reactants are [Cl-].[Al+3].[Cl-].[Cl-].[Cl:5][CH2:6][C:7](Cl)=[O:8].[NH:10]1[C:18]2[C:13](=[CH:14][CH:15]=[CH:16][CH:17]=2)[CH2:12][C:11]1=[O:19]. The catalyst is C(=S)=S. The product is [Cl:5][CH2:6][C:7]([C:15]1[CH:14]=[C:13]2[C:18](=[CH:17][CH:16]=1)[NH:10][C:11](=[O:19])[CH2:12]2)=[O:8]. The yield is 0.970. (7) No catalyst specified. The reactants are [C:1]([CH:5]1[CH2:10][CH2:9][CH:8]([O:11][C:12]2[CH:13]=[C:14]3[C:19](=[CH:20][CH:21]=2)[CH:18]=[C:17]([CH:22]=O)[CH:16]=[CH:15]3)[CH2:7][CH2:6]1)([CH3:4])([CH3:3])[CH3:2].[NH2:24][CH2:25][C:26]([F:31])([F:30])[C:27]([OH:29])=[O:28].C(O)C.C([BH3-])#N.[Na+].C(O)(=O)CC(CC(O)=O)(C(O)=O)O. The yield is 0.640. The product is [C:1]([C@H:5]1[CH2:10][CH2:9][C@H:8]([O:11][C:12]2[CH:13]=[C:14]3[C:19](=[CH:20][CH:21]=2)[CH:18]=[C:17]([CH2:22][NH:24][CH2:25][C:26]([F:31])([F:30])[C:27]([OH:29])=[O:28])[CH:16]=[CH:15]3)[CH2:7][CH2:6]1)([CH3:4])([CH3:3])[CH3:2]. (8) The reactants are [CH3:1][O:2][C:3](=[O:45])[NH:4][CH:5]([C:19](=[O:44])[NH:20][CH2:21][CH2:22][CH2:23][CH2:24][CH:25]([N:28]([S:33]([C:36]1[CH:41]=[CH:40][C:39]([NH2:42])=[C:38]([F:43])[CH:37]=1)(=[O:35])=[O:34])[CH2:29][CH:30]([CH3:32])[CH3:31])[CH2:26][OH:27])[CH:6]([C:13]1[CH:18]=[CH:17][CH:16]=[CH:15][CH:14]=1)[C:7]1[CH:12]=[CH:11][CH:10]=[CH:9][CH:8]=1.COC(=O)N[C@H](C(=O)NCCCC[C@H:70](N(S(C1C=CC(N)=CC=1)(=O)=O)CC(C)C)[CH2:71][O:72][P:73]([OH:76])([OH:75])=O)C(C1C=CC=CC=1)C1C=CC=CC=1.[B-](F)(F)(F)F.[B-](F)(F)(F)F.[CH2:104]1[N+]2(CCl)CC[N+](F)(CC2)[CH2:105]1. The catalyst is CC#N. The product is [CH3:1][O:2][C:3](=[O:45])[NH:4][C@H:5]([C:19](=[O:44])[NH:20][CH2:21][CH2:22][CH2:23][CH2:24][C@H:25]([N:28]([S:33]([C:36]1[CH:41]=[CH:40][C:39]([NH2:42])=[C:38]([F:43])[CH:37]=1)(=[O:34])=[O:35])[CH2:29][CH:30]([CH3:32])[CH3:31])[CH2:26][O:27][P:73]([O:72][CH2:71][CH3:70])([O:75][CH2:104][CH3:105])=[O:76])[CH:6]([C:7]1[CH:8]=[CH:9][CH:10]=[CH:11][CH:12]=1)[C:13]1[CH:18]=[CH:17][CH:16]=[CH:15][CH:14]=1. The yield is 0.480. (9) The reactants are [Cl:1][C:2]1[CH:3]=[C:4]([O:15][C:16]2[CH:21]=[CH:20][CH:19]=[CH:18][CH:17]=2)[C:5]([NH:8][C:9]2[S:10][CH:11]=[C:12]([CH3:14])[N:13]=2)=[N:6][CH:7]=1.[C:22]1(B(O)O)[CH:27]=[CH:26][CH:25]=[CH:24][CH:23]=1.C([O-])([O-])=O.[Na+].[Na+]. The catalyst is COCCOC.C1C=CC([P]([Pd]([P](C2C=CC=CC=2)(C2C=CC=CC=2)C2C=CC=CC=2)([P](C2C=CC=CC=2)(C2C=CC=CC=2)C2C=CC=CC=2)[P](C2C=CC=CC=2)(C2C=CC=CC=2)C2C=CC=CC=2)(C2C=CC=CC=2)C2C=CC=CC=2)=CC=1. The product is [ClH:1].[CH3:14][C:12]1[N:13]=[C:9]([NH:8][C:5]2[C:4]([O:15][C:16]3[CH:21]=[CH:20][CH:19]=[CH:18][CH:17]=3)=[CH:3][C:2]([C:22]3[CH:27]=[CH:26][CH:25]=[CH:24][CH:23]=3)=[CH:7][N:6]=2)[S:10][CH:11]=1. The yield is 0.0717.